Dataset: Ames mutagenicity test results for genotoxicity prediction. Task: Regression/Classification. Given a drug SMILES string, predict its toxicity properties. Task type varies by dataset: regression for continuous values (e.g., LD50, hERG inhibition percentage) or binary classification for toxic/non-toxic outcomes (e.g., AMES mutagenicity, cardiotoxicity, hepatotoxicity). Dataset: ames. The compound is CC(=O)Nc1ccc2cccnc2c1. The result is 1 (mutagenic).